This data is from Reaction yield outcomes from USPTO patents with 853,638 reactions. The task is: Predict the reaction yield, written as a fraction of the theoretical maximum amount of product (1.0 means a 100% yield; for example, 0.34 means a 34% yield). The reactants are Br[C:2]1[CH:9]=[CH:8][C:5]([CH:6]=[O:7])=[C:4]([C:10]([F:13])([F:12])[F:11])[CH:3]=1.[C:14]([C:16]1[CH:21]=[CH:20][CH:19]=[CH:18][C:17]=1OB(O)O)#[N:15].C(=O)([O-])[O-].[Na+].[Na+].C1(C)C=CC=CC=1. The catalyst is [Br-].C([N+](CCCC)(CCCC)CCCC)CCC.C(OCC)(=O)C.C1C=CC(P(C2C=CC=CC=2)[C-]2C=CC=C2)=CC=1.C1C=CC(P(C2C=CC=CC=2)[C-]2C=CC=C2)=CC=1.Cl[Pd]Cl.[Fe+2]. The product is [CH:6]([C:5]1[CH:8]=[CH:9][C:2]([C:17]2[C:16]([C:14]#[N:15])=[CH:21][CH:20]=[CH:19][CH:18]=2)=[CH:3][C:4]=1[C:10]([F:13])([F:12])[F:11])=[O:7]. The yield is 0.320.